From a dataset of Peptide-MHC class II binding affinity with 134,281 pairs from IEDB. Regression. Given a peptide amino acid sequence and an MHC pseudo amino acid sequence, predict their binding affinity value. This is MHC class II binding data. The binding affinity (normalized) is 0.617. The peptide sequence is AFKVAATWANAAPAN. The MHC is DRB1_0901 with pseudo-sequence DRB1_0901.